From a dataset of NCI-60 drug combinations with 297,098 pairs across 59 cell lines. Regression. Given two drug SMILES strings and cell line genomic features, predict the synergy score measuring deviation from expected non-interaction effect. (1) Drug 1: CCC1(CC2CC(C3=C(CCN(C2)C1)C4=CC=CC=C4N3)(C5=C(C=C6C(=C5)C78CCN9C7C(C=CC9)(C(C(C8N6C)(C(=O)OC)O)OC(=O)C)CC)OC)C(=O)OC)O.OS(=O)(=O)O. Drug 2: CS(=O)(=O)OCCCCOS(=O)(=O)C. Cell line: UO-31. Synergy scores: CSS=2.25, Synergy_ZIP=-0.210, Synergy_Bliss=1.48, Synergy_Loewe=-0.332, Synergy_HSA=0.191. (2) Drug 1: C1=CC=C(C=C1)NC(=O)CCCCCCC(=O)NO. Drug 2: C1=NC2=C(N1)C(=S)N=CN2. Cell line: MDA-MB-435. Synergy scores: CSS=22.7, Synergy_ZIP=4.25, Synergy_Bliss=5.94, Synergy_Loewe=-8.61, Synergy_HSA=5.27. (3) Drug 1: C1=C(C(=O)NC(=O)N1)N(CCCl)CCCl. Drug 2: C1C(C(OC1N2C=C(C(=O)NC2=O)F)CO)O. Cell line: RPMI-8226. Synergy scores: CSS=55.5, Synergy_ZIP=-2.92, Synergy_Bliss=-2.22, Synergy_Loewe=4.95, Synergy_HSA=6.07. (4) Drug 1: C1=CC(=CC=C1CC(C(=O)O)N)N(CCCl)CCCl.Cl. Drug 2: C1CC(C1)(C(=O)O)C(=O)O.[NH2-].[NH2-].[Pt+2]. Cell line: SNB-19. Synergy scores: CSS=34.9, Synergy_ZIP=-11.2, Synergy_Bliss=-4.17, Synergy_Loewe=-6.77, Synergy_HSA=-5.48. (5) Drug 1: CCC(=C(C1=CC=CC=C1)C2=CC=C(C=C2)OCCN(C)C)C3=CC=CC=C3.C(C(=O)O)C(CC(=O)O)(C(=O)O)O. Drug 2: COC1=C2C(=CC3=C1OC=C3)C=CC(=O)O2. Cell line: 786-0. Synergy scores: CSS=6.51, Synergy_ZIP=-2.69, Synergy_Bliss=1.66, Synergy_Loewe=-3.80, Synergy_HSA=0.988.